This data is from Reaction yield outcomes from USPTO patents with 853,638 reactions. The task is: Predict the reaction yield, written as a fraction of the theoretical maximum amount of product (1.0 means a 100% yield; for example, 0.34 means a 34% yield). (1) The catalyst is CN(C)C=O.O1CCCC1.O. The product is [Cl:30][C:26]1[C:25]([CH3:31])=[C:24]([CH:22]([N:3]2[C:4]3[CH:10]=[C:9]([N:11]4[CH2:12][CH2:13][O:14][CH2:15][CH2:16]4)[CH:8]=[C:7]([C:17]([OH:19])=[O:18])[C:5]=3[N:6]=[C:2]2[CH3:1])[CH3:23])[CH:29]=[CH:28][CH:27]=1. The reactants are [CH3:1][C:2]1[NH:6][C:5]2[C:7]([C:17]([O:19]C)=[O:18])=[CH:8][C:9]([N:11]3[CH2:16][CH2:15][O:14][CH2:13][CH2:12]3)=[CH:10][C:4]=2[N:3]=1.Br[CH:22]([C:24]1[CH:29]=[CH:28][CH:27]=[C:26]([Cl:30])[C:25]=1[CH3:31])[CH3:23].C(=O)([O-])[O-].[K+].[K+].[OH-].[Li+]. The yield is 0.120. (2) The reactants are [CH2:1]([O:4][N:5]([C@H:18]1[CH2:23][N:22]([C:24]([O:26][C:27]([CH3:30])([CH3:29])[CH3:28])=[O:25])[C@H:21]([C:31]([OH:33])=O)[C:20]([CH3:34])=[CH:19]1)[S:6]([C:9]1[CH:14]=[CH:13][CH:12]=[CH:11][C:10]=1[N+:15]([O-:17])=[O:16])(=[O:8])=[O:7])[CH:2]=[CH2:3].Cl.N.C[N:38](C(ON1N=NC2C=CC=NC1=2)=[N+](C)C)C.F[P-](F)(F)(F)(F)F.C(N(C(C)C)C(C)C)C. The catalyst is CN(C=O)C.C(OCC)(=O)C. The product is [CH2:1]([O:4][N:5]([C@H:18]1[CH2:23][N:22]([C:24]([O:26][C:27]([CH3:28])([CH3:30])[CH3:29])=[O:25])[C@H:21]([C:31](=[O:33])[NH2:38])[C:20]([CH3:34])=[CH:19]1)[S:6]([C:9]1[CH:14]=[CH:13][CH:12]=[CH:11][C:10]=1[N+:15]([O-:17])=[O:16])(=[O:8])=[O:7])[CH:2]=[CH2:3]. The yield is 0.702. (3) The reactants are [O:1]=[C:2]1[C:6]2[C:7]([NH:26][C:27]3[CH:28]=[C:29]([CH3:33])[CH:30]=[CH:31][CH:32]=3)=[N:8][C:9]([NH:11][C@@H:12]3[CH2:17][CH2:16][CH2:15][CH2:14][C@@H:13]3[NH:18][C:19](=[O:25])[O:20][C:21]([CH3:24])([CH3:23])[CH3:22])=[CH:10][C:5]=2[CH2:4][NH:3]1.[B-](F)(F)(F)[F:35].[B-](F)(F)(F)F.C1[N+]2(CCl)CC[N+](F)(CC2)C1. No catalyst specified. The product is [F:35][C:10]1[C:5]2[CH2:4][NH:3][C:2](=[O:1])[C:6]=2[C:7]([NH:26][C:27]2[CH:28]=[C:29]([CH3:33])[CH:30]=[CH:31][CH:32]=2)=[N:8][C:9]=1[NH:11][C@@H:12]1[CH2:17][CH2:16][CH2:15][CH2:14][C@@H:13]1[NH:18][C:19](=[O:25])[O:20][C:21]([CH3:24])([CH3:23])[CH3:22]. The yield is 0.460. (4) The reactants are Cl[C:2]1[N:7]=[CH:6][C:5]2[N:8]=[CH:9][N:10]([CH:11]([CH3:13])[CH3:12])[C:4]=2[CH:3]=1.C(Cl)(Cl)Cl.CC1(C)C2C(=C(P(C3C=CC=CC=3)C3C=CC=CC=3)C=CC=2)OC2C(P(C3C=CC=CC=3)C3C=CC=CC=3)=CC=CC1=2.C([O-])([O-])=O.[Cs+].[Cs+].[CH:66]12[O:73][CH:70]([CH2:71][CH2:72]1)[CH2:69][N:68]([C:74]1[N:79]=[C:78]([NH2:80])[CH:77]=[CH:76][N:75]=1)[CH2:67]2. The catalyst is O1CCOCC1.C1C=CC(/C=C/C(/C=C/C2C=CC=CC=2)=O)=CC=1.C1C=CC(/C=C/C(/C=C/C2C=CC=CC=2)=O)=CC=1.C1C=CC(/C=C/C(/C=C/C2C=CC=CC=2)=O)=CC=1.[Pd].[Pd].CO. The product is [CH:70]12[O:73][CH:66]([CH2:72][CH2:71]1)[CH2:67][N:68]([C:74]1[N:79]=[C:78]([NH:80][C:2]3[N:7]=[CH:6][C:5]4[N:8]=[CH:9][N:10]([CH:11]([CH3:13])[CH3:12])[C:4]=4[CH:3]=3)[CH:77]=[CH:76][N:75]=1)[CH2:69]2. The yield is 0.260. (5) The reactants are [CH3:1][N:2]1[CH2:7][CH2:6][N:5]([CH2:8][CH2:9][CH2:10][O:11][C:12]2[CH:21]=[C:20]3[C:15]([C:16](=O)[NH:17][CH:18]=[N:19]3)=[CH:14][CH:13]=2)[CH2:4][CH2:3]1.P(Cl)(Cl)([Cl:25])=O.CN(C)C1C=CC=CC=1. No catalyst specified. The product is [Cl:25][C:16]1[C:15]2[C:20](=[CH:21][C:12]([O:11][CH2:10][CH2:9][CH2:8][N:5]3[CH2:6][CH2:7][N:2]([CH3:1])[CH2:3][CH2:4]3)=[CH:13][CH:14]=2)[N:19]=[CH:18][N:17]=1. The yield is 0.0900. (6) The reactants are [CH3:1][S:2][C:3]1[S:7][C:6]([CH:8]=O)=[CH:5][CH:4]=1.Cl.[C:11]([O:15][C:16](=[O:20])[CH2:17][CH2:18][NH2:19])([CH3:14])([CH3:13])[CH3:12].C(O[BH-](OC(=O)C)OC(=O)C)(=O)C.[Na+].C([N:52]=[C:53]=[S:54])(OCC1C2C(=CC=CC=2)C2C1=CC=CC=2)=O.N1CCCCC1. The catalyst is C(Cl)Cl. The product is [C:11]([O:15][C:16](=[O:20])[CH2:17][CH2:18][N:19]([CH2:8][C:6]1[S:7][C:3]([S:2][CH3:1])=[CH:4][CH:5]=1)[C:53]([NH2:52])=[S:54])([CH3:14])([CH3:13])[CH3:12]. The yield is 0.630.